From a dataset of Full USPTO retrosynthesis dataset with 1.9M reactions from patents (1976-2016). Predict the reactants needed to synthesize the given product. (1) Given the product [Cl:1][C:2]1[N:3]=[CH:4][CH:5]=[C:6]2[CH:10]=[C:9]([I:19])[O:8][C:7]=12, predict the reactants needed to synthesize it. The reactants are: [Cl:1][C:2]1[N:3]=[CH:4][CH:5]=[C:6]2[CH:10]=[CH:9][O:8][C:7]=12.[Li+].CC([N-]C(C)C)C.[I:19]I. (2) Given the product [CH3:1][N:2]1[CH2:7][CH2:6][C:5]([C:8]2[CH:13]=[CH:12][CH:11]=[CH:10][CH:9]=2)([CH2:14][NH:15][C:28]([C:20]2[C:21]3[C:26](=[CH:25][CH:24]=[CH:23][CH:22]=3)[CH:27]=[C:18]([C:16]#[N:17])[CH:19]=2)=[O:29])[CH2:4][CH2:3]1, predict the reactants needed to synthesize it. The reactants are: [CH3:1][N:2]1[CH2:7][CH2:6][C:5]([CH2:14][NH2:15])([C:8]2[CH:13]=[CH:12][CH:11]=[CH:10][CH:9]=2)[CH2:4][CH2:3]1.[C:16]([C:18]1[CH:19]=[C:20]([C:28](Cl)=[O:29])[C:21]2[C:26]([CH:27]=1)=[CH:25][CH:24]=[CH:23][CH:22]=2)#[N:17].